This data is from Peptide-MHC class II binding affinity with 134,281 pairs from IEDB. The task is: Regression. Given a peptide amino acid sequence and an MHC pseudo amino acid sequence, predict their binding affinity value. This is MHC class II binding data. (1) The peptide sequence is VPTSWVPQGRTTWSI. The MHC is DRB3_0202 with pseudo-sequence DRB3_0202. The binding affinity (normalized) is 0.411. (2) The peptide sequence is NAGFKAAVAAAAVVP. The MHC is HLA-DPA10201-DPB11401 with pseudo-sequence HLA-DPA10201-DPB11401. The binding affinity (normalized) is 0.571.